This data is from Full USPTO retrosynthesis dataset with 1.9M reactions from patents (1976-2016). The task is: Predict the reactants needed to synthesize the given product. (1) The reactants are: [C:1](O[K])(C)(C)C.[Br:7][C:8]1[C:9]([CH3:16])=[C:10]([NH2:15])[C:11]([Cl:14])=[N:12][CH:13]=1.CI. Given the product [Br:7][C:8]1[C:9]([CH3:16])=[C:10]([NH:15][CH3:1])[C:11]([Cl:14])=[N:12][CH:13]=1, predict the reactants needed to synthesize it. (2) Given the product [Cl:1][C:2]1[CH:7]=[C:6]([Cl:8])[CH:5]=[CH:4][C:3]=1[C:9]1[N:10]=[C:11](/[C:16](/[CH3:31])=[CH:17]/[C:18]2[CH:23]=[CH:22][C:21]([C:24]3[CH:25]=[CH:26][C:27]([O:30][CH2:33][CH2:34][CH2:35][C:36]([OH:38])=[O:37])=[CH:28][CH:29]=3)=[CH:20][CH:19]=2)[N:12]([CH2:14][CH3:15])[CH:13]=1, predict the reactants needed to synthesize it. The reactants are: [Cl:1][C:2]1[CH:7]=[C:6]([Cl:8])[CH:5]=[CH:4][C:3]=1[C:9]1[N:10]=[C:11](/[C:16](/[CH3:31])=[CH:17]/[C:18]2[CH:23]=[CH:22][C:21]([C:24]3[CH:29]=[CH:28][C:27]([OH:30])=[CH:26][CH:25]=3)=[CH:20][CH:19]=2)[N:12]([CH2:14][CH3:15])[CH:13]=1.Br[CH2:33][CH2:34][CH2:35][C:36]([O:38]C)=[O:37].